From a dataset of NCI-60 drug combinations with 297,098 pairs across 59 cell lines. Regression. Given two drug SMILES strings and cell line genomic features, predict the synergy score measuring deviation from expected non-interaction effect. (1) Drug 2: CNC(=O)C1=NC=CC(=C1)OC2=CC=C(C=C2)NC(=O)NC3=CC(=C(C=C3)Cl)C(F)(F)F. Synergy scores: CSS=50.6, Synergy_ZIP=2.87, Synergy_Bliss=2.99, Synergy_Loewe=3.16, Synergy_HSA=6.38. Cell line: UACC62. Drug 1: COC1=CC(=CC(=C1O)OC)C2C3C(COC3=O)C(C4=CC5=C(C=C24)OCO5)OC6C(C(C7C(O6)COC(O7)C8=CC=CS8)O)O. (2) Drug 1: COC1=C(C=C2C(=C1)N=CN=C2NC3=CC(=C(C=C3)F)Cl)OCCCN4CCOCC4. Drug 2: CC(C)(C#N)C1=CC(=CC(=C1)CN2C=NC=N2)C(C)(C)C#N. Cell line: A549. Synergy scores: CSS=26.8, Synergy_ZIP=2.33, Synergy_Bliss=1.95, Synergy_Loewe=1.61, Synergy_HSA=2.98.